Dataset: Reaction yield outcomes from USPTO patents with 853,638 reactions. Task: Predict the reaction yield, written as a fraction of the theoretical maximum amount of product (1.0 means a 100% yield; for example, 0.34 means a 34% yield). (1) The reactants are [F:1][C:2]([F:27])([F:26])[C:3]1[CH:4]=[CH:5][C:6]([O:9][C@H:10]2[CH2:25][N:13]3[CH2:14][CH2:15][N:16](C(OC(C)(C)C)=O)[CH2:17][C@@H:12]3[CH2:11]2)=[N:7][CH:8]=1.C(N(CC)CC)C.[F:35][C:36]([F:48])([F:47])[C:37]1[CH:42]=[CH:41][C:40]([S:43](Cl)(=[O:45])=[O:44])=[CH:39][CH:38]=1. The catalyst is ClCCl.FC(F)(F)C(O)=O. The product is [F:48][C:36]([F:35])([F:47])[C:37]1[CH:38]=[CH:39][C:40]([S:43]([N:16]2[CH2:15][CH2:14][N:13]3[CH2:25][C@H:10]([O:9][C:6]4[CH:5]=[CH:4][C:3]([C:2]([F:1])([F:27])[F:26])=[CH:8][N:7]=4)[CH2:11][C@H:12]3[CH2:17]2)(=[O:45])=[O:44])=[CH:41][CH:42]=1. The yield is 0.740. (2) The reactants are [NH2:1][C:2]1[C:7](=[O:8])[NH:6][N:5]=[C:4]([C:9]2[CH:14]=[CH:13][CH:12]=[CH:11][CH:10]=2)[C:3]=1[CH:15]=[O:16].[CH2:17](Br)[CH3:18].C(=O)([O-])[O-].[K+].[K+].O. The catalyst is CN(C=O)C. The product is [NH2:1][C:2]1[C:7](=[O:8])[N:6]([CH2:17][CH3:18])[N:5]=[C:4]([C:9]2[CH:14]=[CH:13][CH:12]=[CH:11][CH:10]=2)[C:3]=1[CH:15]=[O:16]. The yield is 0.880. (3) The reactants are [CH:1]1([C:5]2[NH:13][C:12]3[C:11](=[O:14])[NH:10]/[C:9](=[N:15]\[NH2:16])/[N:8]([CH2:17][CH2:18][CH2:19][CH2:20][CH3:21])[C:7]=3[N:6]=2)[CH2:4][CH2:3][CH2:2]1.[C:22](OCC)(OCC)(OCC)[CH3:23]. No catalyst specified. The product is [CH:1]1([C:5]2[NH:13][C:12]3[C:11](=[O:14])[N:10]4[C:22]([CH3:23])=[N:16][N:15]=[C:9]4[N:8]([CH2:17][CH2:18][CH2:19][CH2:20][CH3:21])[C:7]=3[N:6]=2)[CH2:2][CH2:3][CH2:4]1. The yield is 0.0920. (4) The reactants are [Cl:1][C:2]1[CH:3]=[C:4]([Mg]Br)[CH:5]=[CH:6][C:7]=1[Cl:8].[CH3:11][C:12]1[O:13][C:14]2[C:19]([C:20](=[O:26])[C:21]=1[C:22]([O:24][CH3:25])=[O:23])=[CH:18][CH:17]=[CH:16][CH:15]=2. The catalyst is O1CCCC1.[Cu]Cl. The product is [Cl:1][C:2]1[CH:3]=[C:4]([C:12]2([CH3:11])[CH:21]([C:22]([O:24][CH3:25])=[O:23])[C:20](=[O:26])[C:19]3[C:14](=[CH:15][CH:16]=[CH:17][CH:18]=3)[O:13]2)[CH:5]=[CH:6][C:7]=1[Cl:8]. The yield is 0.620. (5) The reactants are [F:1][C:2]1[CH:7]=[CH:6][CH:5]=[C:4]([F:8])[C:3]=1[C:9]1[CH:10]=[C:11]2[C:15](=[CH:16][CH:17]=1)[NH:14][N:13]=[C:12]2[I:18].[O:19]1[CH:24]=[CH:23][CH2:22][CH2:21][CH2:20]1.O. The catalyst is C1COCC1. The product is [F:1][C:2]1[CH:7]=[CH:6][CH:5]=[C:4]([F:8])[C:3]=1[C:9]1[CH:10]=[C:11]2[C:15](=[CH:16][CH:17]=1)[N:14]([CH:20]1[CH2:21][CH2:22][CH2:23][CH2:24][O:19]1)[N:13]=[C:12]2[I:18]. The yield is 0.782. (6) The reactants are Cl[C:2]1[NH:6][C:5]2[CH:7]=[CH:8][CH:9]=[CH:10][C:4]=2[N:3]=1.[NH:11]1[CH2:14][CH2:13][CH2:12]1.O. The catalyst is C1COCC1.O. The product is [N:11]1([C:2]2[NH:6][C:5]3[CH:7]=[CH:8][CH:9]=[CH:10][C:4]=3[N:3]=2)[CH2:14][CH2:13][CH2:12]1. The yield is 0.180. (7) The reactants are [CH:1]1[C:2]([C:10]([OH:12])=[O:11])=[CH:3][N:4]2[C:9]=1[CH2:8][CH2:7][CH2:6][CH2:5]2.[CH3:13]N(C=O)C.C(Cl)(=O)C(Cl)=O.C(N(CC)CC)C. The catalyst is CO.C(Cl)Cl. The product is [CH:1]1[C:2]([C:10]([O:12][CH3:13])=[O:11])=[CH:3][N:4]2[C:9]=1[CH2:8][CH2:7][CH2:6][CH2:5]2. The yield is 0.580. (8) The reactants are [N+:1]([C:4]1[CH:5]=[C:6]([CH:8]=[CH:9][CH:10]=1)[NH2:7])([O-:3])=[O:2].N1C=CC=CC=1.[CH3:17][S:18](Cl)(=[O:20])=[O:19].Cl. The catalyst is ClCCl. The product is [N+:1]([C:4]1[CH:5]=[C:6]([NH:7][S:18]([CH3:17])(=[O:20])=[O:19])[CH:8]=[CH:9][CH:10]=1)([O-:3])=[O:2]. The yield is 0.830.